Task: Regression/Classification. Given a drug SMILES string, predict its toxicity properties. Task type varies by dataset: regression for continuous values (e.g., LD50, hERG inhibition percentage) or binary classification for toxic/non-toxic outcomes (e.g., AMES mutagenicity, cardiotoxicity, hepatotoxicity). Dataset: dili.. Dataset: Drug-induced liver injury (DILI) classification data (1) The molecule is CCc1oc2ccccc2c1C(=O)c1cc(Br)c(O)c(Br)c1. The result is 1 (causes liver injury). (2) The drug is CN1CCC23c4c5ccc(O)c4OC2C(=O)CCC3(O)C1C5. The result is 0 (no liver injury).